Dataset: Catalyst prediction with 721,799 reactions and 888 catalyst types from USPTO. Task: Predict which catalyst facilitates the given reaction. Reactant: [CH:1]1([C:4]2[C:11]([NH:12][C:13]3[CH:18]=[C:17]([CH:19]=[CH2:20])[CH:16]=[CH:15][N:14]=3)=[CH:10][C:7]([C:8]#[N:9])=[C:6]([N:21]3[CH2:26][CH2:25][NH:24][C@H:23]([CH:27]([CH3:29])[CH3:28])[CH2:22]3)[N:5]=2)[CH2:3][CH2:2]1.[OH:30][CH2:31][CH2:32][C:33]([O-])=[O:34].[Na+].CN(C(ON1N=NC2C=CC=NC1=2)=[N+](C)C)C.F[P-](F)(F)(F)(F)F.CCN(C(C)C)C(C)C. Product: [CH:1]1([C:4]2[C:11]([NH:12][C:13]3[CH:18]=[C:17]([CH:19]=[CH2:20])[CH:16]=[CH:15][N:14]=3)=[CH:10][C:7]([C:8]#[N:9])=[C:6]([N:21]3[CH2:26][CH2:25][N:24]([C:31](=[O:30])[CH2:32][CH2:33][OH:34])[C@H:23]([CH:27]([CH3:29])[CH3:28])[CH2:22]3)[N:5]=2)[CH2:3][CH2:2]1. The catalyst class is: 3.